This data is from Full USPTO retrosynthesis dataset with 1.9M reactions from patents (1976-2016). The task is: Predict the reactants needed to synthesize the given product. (1) The reactants are: Cl[C:2]1[C:3](=[O:15])[N:4]([C@H:9]([CH:12]2[CH2:14][CH2:13]2)[CH2:10][CH3:11])[CH:5]=[C:6]([Cl:8])[N:7]=1.Cl.[Cl:17][C:18]1[CH:19]=[C:20]([O:27][CH3:28])[CH:21]=[C:22]2[C:26]=1[NH:25][CH2:24][CH2:23]2. Given the product [Cl:8][C:6]1[N:7]=[C:2]([N:25]2[C:26]3[C:22](=[CH:21][C:20]([O:27][CH3:28])=[CH:19][C:18]=3[Cl:17])[CH2:23][CH2:24]2)[C:3](=[O:15])[N:4]([C@H:9]([CH:12]2[CH2:14][CH2:13]2)[CH2:10][CH3:11])[CH:5]=1, predict the reactants needed to synthesize it. (2) Given the product [CH:7]1[C:6]2[C:7]3[CH:6]=[CH:5][C:10]([C:7]4[CH:6]=[CH:5][C:10]([C:7]5[CH:6]=[CH:5][C:10]([C:7]6[CH:6]=[CH:5][C:10]([C:7]7[CH:6]=[CH:5][C:10]([C:7]8[CH:6]=[CH:5][C:10]([C:7]9[CH:6]=[CH:5][C:10]([C:7]%10[CH:6]=[CH:5][C:10]([C:7]%11[CH:6]=[CH:5][C:10]([C:7]%12[CH:6]=[CH:5][C:10]([C:7]%13[CH:6]=[CH:5][C:10]([C:9](=[CH:10][CH:5]=2)[CH:8]=1)=[CH:9][CH:8]=%13)=[CH:9][CH:8]=%12)=[CH:9][CH:8]=%11)=[CH:9][CH:8]=%10)=[CH:9][CH:8]=9)=[CH:9][CH:8]=8)=[CH:9][CH:8]=7)=[CH:9][CH:8]=6)=[CH:9][CH:8]=5)=[CH:9][CH:8]=4)=[CH:9][CH:8]=3, predict the reactants needed to synthesize it. The reactants are: C(Cl)(Cl)Cl.[CH3:5][CH2:6][CH2:7][CH2:8][CH2:9][CH3:10]. (3) Given the product [C:1]([C:5]1[S:9]/[C:8](=[N:10]\[C:23](=[O:24])[C:22]2[CH:26]=[C:18]([Cl:17])[CH:19]=[CH:20][C:21]=2[O:27][CH3:28])/[N:7]([CH2:11][C@@H:12]2[CH2:16][CH2:15][CH2:14][O:13]2)[CH:6]=1)([CH3:4])([CH3:2])[CH3:3], predict the reactants needed to synthesize it. The reactants are: [C:1]([C:5]1[S:9][C:8](=[NH:10])[N:7]([CH2:11][C@@H:12]2[CH2:16][CH2:15][CH2:14][O:13]2)[CH:6]=1)([CH3:4])([CH3:3])[CH3:2].[Cl:17][C:18]1[CH:19]=[CH:20][C:21]([O:27][CH3:28])=[C:22]([CH:26]=1)[C:23](O)=[O:24]. (4) Given the product [N:20]1([C:15]2[CH:14]=[C:13]([CH:18]=[CH:17][CH:16]=2)[CH2:12][NH:11][C:9]2[C:5]([C:6]([NH2:8])=[O:7])=[CH:4][N:3]=[C:2]([Cl:1])[CH:10]=2)[CH:24]=[CH:23][N:22]=[CH:21]1, predict the reactants needed to synthesize it. The reactants are: [Cl:1][C:2]1[CH:10]=[C:9]([NH:11][CH2:12][C:13]2[CH:18]=[CH:17][CH:16]=[C:15](I)[CH:14]=2)[C:5]([C:6]([NH2:8])=[O:7])=[CH:4][N:3]=1.[NH:20]1[CH:24]=[CH:23][N:22]=[CH:21]1.OC1C=CC=C2C=1N=CC=C2.C([O-])([O-])=O.[K+].[K+]. (5) Given the product [CH3:27][O:26][C:19]1[CH:20]=[C:21]([O:24][CH3:25])[CH:22]=[CH:23][C:18]=1[CH2:17][N:10]1[CH2:11][CH2:12][C:13]([F:15])([F:16])[CH2:14][C@@H:8]([NH:7][S:53]([C:50]2[CH:49]=[CH:48][C:47]([Cl:46])=[CH:52][N:51]=2)(=[O:55])=[O:54])[C:9]1=[O:28], predict the reactants needed to synthesize it. The reactants are: C(OC(=O)[NH:7][C@@H:8]1[CH2:14][C:13]([F:16])([F:15])[CH2:12][CH2:11][N:10]([CH2:17][C:18]2[CH:23]=[CH:22][C:21]([O:24][CH3:25])=[CH:20][C:19]=2[O:26][CH3:27])[C:9]1=[O:28])(C)(C)C.Cl.O1CCOCC1.CCN(C(C)C)C(C)C.[Cl:46][C:47]1[CH:48]=[CH:49][C:50]([S:53](Cl)(=[O:55])=[O:54])=[N:51][CH:52]=1. (6) The reactants are: C([O:3][C:4]([C:6]1[CH:11]=[CH:10][C:9]([O:12][CH2:13][C:14]2[C:15]([C:21]3[CH:26]=[CH:25][C:24]([F:27])=[CH:23][CH:22]=3)=[N:16][O:17][C:18]=2[CH2:19][OH:20])=[CH:8][N:7]=1)=[O:5])C.O.[OH-].[Li+].Cl. Given the product [F:27][C:24]1[CH:25]=[CH:26][C:21]([C:15]2[C:14]([CH2:13][O:12][C:9]3[CH:10]=[CH:11][C:6]([C:4]([OH:5])=[O:3])=[N:7][CH:8]=3)=[C:18]([CH2:19][OH:20])[O:17][N:16]=2)=[CH:22][CH:23]=1, predict the reactants needed to synthesize it. (7) Given the product [Cl:19][C:15]1[C:14]([F:20])=[C:13]([CH:12]2[C:11]([C:23]3[CH:28]=[CH:27][C:26]([Cl:29])=[CH:25][C:24]=3[F:30])([C:21]#[N:22])[CH:10]([CH3:31])[N:9]([CH2:32][C:33]3[CH:38]=[CH:37][CH:36]=[CH:35][C:34]=3[Cl:39])[CH:8]2[C:6]([OH:7])=[O:5])[CH:18]=[CH:17][CH:16]=1, predict the reactants needed to synthesize it. The reactants are: C([O:5][C:6]([CH:8]1[CH:12]([C:13]2[CH:18]=[CH:17][CH:16]=[C:15]([Cl:19])[C:14]=2[F:20])[C:11]([C:23]2[CH:28]=[CH:27][C:26]([Cl:29])=[CH:25][C:24]=2[F:30])([C:21]#[N:22])[CH:10]([CH3:31])[N:9]1[CH2:32][C:33]1[CH:38]=[CH:37][CH:36]=[CH:35][C:34]=1[Cl:39])=[O:7])(C)(C)C.FC(F)(F)C(O)=O. (8) Given the product [Br:1][C:2]1[CH:3]=[CH:4][C:5]([C:8]2([N:16]3[C:18](=[O:17])[C:26]4[C:21](=[CH:22][CH:23]=[CH:24][CH:25]=4)[C:20]3=[O:27])[CH2:11][C:10]([O:14][CH3:15])([O:12][CH3:13])[CH2:9]2)=[CH:6][CH:7]=1, predict the reactants needed to synthesize it. The reactants are: [Br:1][C:2]1[CH:7]=[CH:6][C:5]([C:8]2([NH2:16])[CH2:11][C:10]([O:14][CH3:15])([O:12][CH3:13])[CH2:9]2)=[CH:4][CH:3]=1.[O:17]=[C:18]1[C:26]2[C:21](=[CH:22][CH:23]=[CH:24][CH:25]=2)[C:20](=[O:27])N1C(OCC)=O.C(N(CC)CC)C.